This data is from Forward reaction prediction with 1.9M reactions from USPTO patents (1976-2016). The task is: Predict the product of the given reaction. (1) The product is: [N:1]1[CH:6]=[CH:5][C:4]([C:11]2[CH:23]=[CH:22][C:14]([CH2:15][C:16]3[N:17]=[C:18]([NH2:21])[S:19][CH:20]=3)=[CH:13][CH:12]=2)=[CH:3][CH:2]=1. Given the reactants [N:1]1[CH:6]=[CH:5][C:4](B(O)O)=[CH:3][CH:2]=1.Br[C:11]1[CH:23]=[CH:22][C:14]([CH2:15][C:16]2[N:17]=[C:18]([NH2:21])[S:19][CH:20]=2)=[CH:13][CH:12]=1.BrCC(=O)CC1C=CC(Br)=CC=1.NC(N)=S, predict the reaction product. (2) Given the reactants [N:1]12[CH2:8][CH2:7][C:4]([C:9]([C:17]3[CH:22]=[CH:21][CH:20]=[CH:19][CH:18]=3)([C:11]3[CH:16]=[CH:15][CH:14]=[CH:13][CH:12]=3)[OH:10])([CH2:5][CH2:6]1)[CH2:3][CH2:2]2.[Br:23][CH2:24][CH2:25][O:26][CH2:27][C:28]1[CH:33]=[CH:32][C:31]([Cl:34])=[CH:30][CH:29]=1, predict the reaction product. The product is: [Br-:23].[Cl:34][C:31]1[CH:30]=[CH:29][C:28]([CH2:27][O:26][CH2:25][CH2:24][N+:1]23[CH2:6][CH2:5][C:4]([C:9]([OH:10])([C:17]4[CH:22]=[CH:21][CH:20]=[CH:19][CH:18]=4)[C:11]4[CH:12]=[CH:13][CH:14]=[CH:15][CH:16]=4)([CH2:3][CH2:2]2)[CH2:7][CH2:8]3)=[CH:33][CH:32]=1. (3) Given the reactants [C:1]([C:4]1[CH:9]=[CH:8][C:7]([S:10](Cl)(=[O:12])=[O:11])=[CH:6][CH:5]=1)([OH:3])=[O:2].[NH:14]1[CH2:19][CH2:18][O:17][CH2:16][CH2:15]1, predict the reaction product. The product is: [O:17]1[CH2:18][CH2:19][N:14]([S:10]([C:7]2[CH:8]=[CH:9][C:4]([C:1]([OH:3])=[O:2])=[CH:5][CH:6]=2)(=[O:12])=[O:11])[CH2:15][CH2:16]1. (4) Given the reactants Br[C:2]1[CH:3]=[N:4][NH:5][CH:6]=1.C([Li])CCC.[CH:12]([S:15][S:15][CH:12]([CH3:14])[CH3:13])([CH3:14])[CH3:13].C(OCC)(=O)C, predict the reaction product. The product is: [CH:12]([S:15][C:2]1[CH:3]=[N:4][NH:5][CH:6]=1)([CH3:14])[CH3:13]. (5) Given the reactants Cl[C:2]1[N:7]=[C:6]([Cl:8])[N:5]=[C:4]([Cl:9])[N:3]=1.[NH2:10][CH2:11][CH2:12][C:13]1[CH:14]=[N:15][CH:16]=[CH:17][CH:18]=1, predict the reaction product. The product is: [Cl:9][C:4]1[N:5]=[C:6]([Cl:8])[N:7]=[C:2]([NH:10][CH2:11][CH2:12][C:13]2[CH:14]=[N:15][CH:16]=[CH:17][CH:18]=2)[N:3]=1.